From a dataset of Reaction yield outcomes from USPTO patents with 853,638 reactions. Predict the reaction yield, written as a fraction of the theoretical maximum amount of product (1.0 means a 100% yield; for example, 0.34 means a 34% yield). (1) The reactants are [Br:1][C:2]1[C:3]([CH3:9])=[C:4]([CH:6]=[CH:7][CH:8]=1)[NH2:5].C(OC(=O)C)(=O)C.C([O-])(=O)C.[K+].[N:22](OCCC(C)C)=O. The catalyst is C(Cl)(Cl)Cl. The product is [Br:1][C:2]1[CH:8]=[CH:7][CH:6]=[C:4]2[C:3]=1[CH:9]=[N:22][NH:5]2. The yield is 0.340. (2) The reactants are [Br:1][C:2]1[CH:3]=[C:4]([CH:6]=[CH:7][CH:8]=1)[NH2:5].C(N(CC)CC)C.[C:16]1([CH2:22][C:23](Cl)=[O:24])[CH:21]=[CH:20][CH:19]=[CH:18][CH:17]=1.Cl. The catalyst is O1CCCC1.C(OCC)(=O)C. The product is [Br:1][C:2]1[CH:3]=[C:4]([NH:5][C:23](=[O:24])[CH2:22][C:16]2[CH:21]=[CH:20][CH:19]=[CH:18][CH:17]=2)[CH:6]=[CH:7][CH:8]=1. The yield is 0.860. (3) The reactants are [CH2:1]([O:8][C:9]1[C:10](=[O:28])[N:11]([CH2:19][O:20][CH2:21][C:22]2[CH:27]=[CH:26][CH:25]=[CH:24][CH:23]=2)[C:12](=[O:18])[N:13]([CH2:15][CH2:16]Br)[N:14]=1)[C:2]1[CH:7]=[CH:6][CH:5]=[CH:4][CH:3]=1.Cl.[CH3:30][NH:31][CH3:32].C(=O)([O-])[O-].[K+].[K+]. The catalyst is CN(C=O)C. The product is [CH2:1]([O:8][C:9]1[C:10](=[O:28])[N:11]([CH2:19][O:20][CH2:21][C:22]2[CH:27]=[CH:26][CH:25]=[CH:24][CH:23]=2)[C:12](=[O:18])[N:13]([CH2:15][CH2:16][N:31]([CH3:32])[CH3:30])[N:14]=1)[C:2]1[CH:7]=[CH:6][CH:5]=[CH:4][CH:3]=1. The yield is 0.490. (4) The reactants are CN1CCOCC1.Cl.[NH:9]([C:11]([C@H:13]1[CH2:18][CH2:17][C@H:16]([C:19]([O:21][CH3:22])=[O:20])[CH2:15][CH2:14]1)=[O:12])[NH2:10].[Cl:23][CH2:24][C:25](Cl)=[O:26]. The catalyst is C(Cl)Cl. The product is [Cl:23][CH2:24][C:25]([NH:10][NH:9][C:11]([C@H:13]1[CH2:14][CH2:15][C@H:16]([C:19]([O:21][CH3:22])=[O:20])[CH2:17][CH2:18]1)=[O:12])=[O:26]. The yield is 0.700. (5) The reactants are [F:1][C:2]1[CH:7]=[CH:6][C:5]([N:8]2[C:12](=[O:13])[NH:11][N:10]=[N:9]2)=[C:4]([O:14][CH:15]([CH3:17])[CH3:16])[CH:3]=1.[C:18]([O-])([O-])=O.[K+].[K+].IC. The catalyst is CN(C=O)C. The product is [F:1][C:2]1[CH:7]=[CH:6][C:5]([N:8]2[C:12](=[O:13])[N:11]([CH3:18])[N:10]=[N:9]2)=[C:4]([O:14][CH:15]([CH3:17])[CH3:16])[CH:3]=1. The yield is 0.810. (6) The reactants are F[C:2]1[CH:7]=[CH:6][C:5]([N+:8]([O-:10])=[O:9])=[C:4]([O:11][CH3:12])[CH:3]=1.Cl.Cl.[CH2:15]([N:22]1[CH2:29][CH:28]2[O:30][CH:24]([CH2:25][NH:26][CH2:27]2)[CH2:23]1)[C:16]1[CH:21]=[CH:20][CH:19]=[CH:18][CH:17]=1.C(=O)([O-])[O-].[Cs+].[Cs+]. The catalyst is CC(N(C)C)=O.O. The product is [CH2:15]([N:22]1[CH2:29][CH:28]2[O:30][CH:24]([CH2:25][N:26]([C:2]3[CH:7]=[CH:6][C:5]([N+:8]([O-:10])=[O:9])=[C:4]([O:11][CH3:12])[CH:3]=3)[CH2:27]2)[CH2:23]1)[C:16]1[CH:17]=[CH:18][CH:19]=[CH:20][CH:21]=1. The yield is 0.980. (7) The reactants are Cl[C:2]1[N:6]([CH3:7])[C:5]2[C:8]([CH:16]([CH2:19][CH3:20])[CH2:17][CH3:18])=[CH:9][CH:10]=[C:11]([C:12]([O:14][CH3:15])=[O:13])[C:4]=2[N:3]=1.[Cl:21][C:22]1[CH:23]=[C:24]([CH3:30])[C:25]([OH:29])=[C:26]([Cl:28])[CH:27]=1.C(=O)([O-])[O-].[K+].[K+].CN(C)C=O. The catalyst is C(=O)(O)[O-].[Na+]. The product is [Cl:28][C:26]1[CH:27]=[C:22]([Cl:21])[CH:23]=[C:24]([CH3:30])[C:25]=1[O:29][C:2]1[N:6]([CH3:7])[C:5]2[C:8]([CH:16]([CH2:19][CH3:20])[CH2:17][CH3:18])=[CH:9][CH:10]=[C:11]([C:12]([O:14][CH3:15])=[O:13])[C:4]=2[N:3]=1. The yield is 0.830.